Dataset: Catalyst prediction with 721,799 reactions and 888 catalyst types from USPTO. Task: Predict which catalyst facilitates the given reaction. (1) Reactant: N1C=CC=CC=1.[S:7]1[CH:11]=[CH:10][CH:9]=[C:8]1[S:12](Cl)(=[O:14])=[O:13].[CH:16]1([N:19]2[C:23]([CH:24]3[CH2:26][CH2:25]3)=[N:22][N:21]=[C:20]2[C:27]([NH2:30])([CH3:29])[CH3:28])[CH2:18][CH2:17]1.CN(C)C(N)CC. Product: [CH:16]1([N:19]2[C:23]([CH:24]3[CH2:26][CH2:25]3)=[N:22][N:21]=[C:20]2[C:27]([NH:30][S:12]([C:8]2[S:7][CH:11]=[CH:10][CH:9]=2)(=[O:14])=[O:13])([CH3:28])[CH3:29])[CH2:18][CH2:17]1. The catalyst class is: 866. (2) Reactant: C(OC([N:8]([CH2:37][C:38]([O:40]C(C)(C)C)=[O:39])[C:9]1[CH:14]=[CH:13][CH:12]=[C:11]([CH:15]([CH2:26][C:27]2[S:28][C:29]([C:32]([CH2:35][CH3:36])([CH3:34])[CH3:33])=[CH:30][CH:31]=2)[NH:16][S:17]([C:20]2[CH:25]=[CH:24][CH:23]=[CH:22][N:21]=2)(=[O:19])=[O:18])[N:10]=1)=O)(C)(C)C.Cl.O1CCOCC1. Product: [C:32]([C:29]1[S:28][C:27]([CH2:26][CH:15]([NH:16][S:17]([C:20]2[CH:25]=[CH:24][CH:23]=[CH:22][N:21]=2)(=[O:19])=[O:18])[C:11]2[N:10]=[C:9]([NH:8][CH2:37][C:38]([OH:40])=[O:39])[CH:14]=[CH:13][CH:12]=2)=[CH:31][CH:30]=1)([CH2:35][CH3:36])([CH3:33])[CH3:34]. The catalyst class is: 2.